Dataset: Full USPTO retrosynthesis dataset with 1.9M reactions from patents (1976-2016). Task: Predict the reactants needed to synthesize the given product. (1) Given the product [C:1]([O:5][C:6]([N:8]1[CH2:13][CH2:12][CH:11]([CH2:14][O:15][C:18](=[O:23])[C:19]([CH3:22])([CH3:21])[CH3:20])[CH2:10][CH2:9]1)=[O:7])([CH3:4])([CH3:3])[CH3:2], predict the reactants needed to synthesize it. The reactants are: [C:1]([O:5][C:6]([N:8]1[CH2:13][CH2:12][CH:11]([CH2:14][OH:15])[CH2:10][CH2:9]1)=[O:7])([CH3:4])([CH3:3])[CH3:2].[H-].[Na+].[C:18](Cl)(=[O:23])[C:19]([CH3:22])([CH3:21])[CH3:20].O. (2) Given the product [CH3:7][N:6]1[C:5]2[CH:8]=[CH:9][C:10]([C:12]([O:14][CH3:15])=[O:13])=[CH:11][C:4]=2[N:3]=[C:2]1[N:16]1[CH2:20][CH2:19][CH2:18][CH2:17]1, predict the reactants needed to synthesize it. The reactants are: Br[C:2]1[N:6]([CH3:7])[C:5]2[CH:8]=[CH:9][C:10]([C:12]([O:14][CH3:15])=[O:13])=[CH:11][C:4]=2[N:3]=1.[NH:16]1[CH2:20][CH2:19][CH2:18][CH2:17]1. (3) The reactants are: F[C:2]1[CH:10]=[CH:9][C:5]([C:6]([OH:8])=[O:7])=[CH:4][C:3]=1[N+:11]([O-:13])=[O:12].[Br:14][C:15]1[CH:16]=[C:17]([CH:19]=[CH:20][CH:21]=1)[NH2:18]. Given the product [N+:11]([C:3]1[CH:4]=[C:5]([CH:9]=[CH:10][C:2]=1[NH:18][C:17]1[CH:19]=[CH:20][CH:21]=[C:15]([Br:14])[CH:16]=1)[C:6]([OH:8])=[O:7])([O-:13])=[O:12], predict the reactants needed to synthesize it. (4) Given the product [C:4]([O:3][C:1]([N:8]1[CH2:15][C:14](=[CH2:16])[CH2:13][C@H:9]1[C:10](=[O:12])[NH:23][C:22]1[CH:24]=[CH:25][CH:26]=[C:20]([O:19][C:18]([F:17])([F:27])[F:28])[CH:21]=1)=[O:2])([CH3:5])([CH3:6])[CH3:7], predict the reactants needed to synthesize it. The reactants are: [C:1]([N:8]1[CH2:15][C:14](=[CH2:16])[CH2:13][C@H:9]1[C:10]([OH:12])=O)([O:3][C:4]([CH3:7])([CH3:6])[CH3:5])=[O:2].[F:17][C:18]([F:28])([F:27])[O:19][C:20]1[CH:21]=[C:22]([CH:24]=[CH:25][CH:26]=1)[NH2:23].CN(C(ON1N=NC2C=CC=CC1=2)=[N+](C)C)C.F[P-](F)(F)(F)(F)F.C(N(C(C)C)CC)(C)C. (5) Given the product [F:37][C:34]([F:35])([F:36])[O:33][C:30]1[CH:29]=[CH:28][C:27]([C:20]2[N:19]=[CH:18][C:17]([CH2:16][O:15][C:12]3[CH:13]=[C:14]4[C:9]([CH:8]=[CH:7][N:6]4[CH2:5][C:4]([OH:38])=[O:3])=[CH:10][CH:11]=3)=[C:22]([C:23]([F:24])([F:25])[F:26])[CH:21]=2)=[CH:32][CH:31]=1, predict the reactants needed to synthesize it. The reactants are: C([O:3][C:4](=[O:38])[CH2:5][N:6]1[C:14]2[C:9](=[CH:10][CH:11]=[C:12]([O:15][CH2:16][C:17]3[CH:18]=[N:19][C:20]([C:27]4[CH:32]=[CH:31][C:30]([O:33][C:34]([F:37])([F:36])[F:35])=[CH:29][CH:28]=4)=[CH:21][C:22]=3[C:23]([F:26])([F:25])[F:24])[CH:13]=2)[CH:8]=[CH:7]1)C.[Li+].[OH-]. (6) Given the product [CH3:26][O:27][C:28]1[CH:36]=[C:35]([C:37]([F:38])([F:39])[F:40])[CH:34]=[C:33]([S:41][CH3:42])[C:29]=1[C:30]([NH:16][C:7]1([C:1]2[CH:2]=[CH:3][CH:4]=[CH:5][CH:6]=2)[CH2:15][CH2:14][CH:13]2[N:9]([CH2:10][CH2:11][CH2:12]2)[CH2:8]1)=[O:31], predict the reactants needed to synthesize it. The reactants are: [C:1]1([C:7]2([NH2:16])[CH2:15][CH2:14][CH:13]3[N:9]([CH2:10][CH2:11][CH2:12]3)[CH2:8]2)[CH:6]=[CH:5][CH:4]=[CH:3][CH:2]=1.C(N(C(C)C)C(C)C)C.[CH3:26][O:27][C:28]1[CH:36]=[C:35]([C:37]([F:40])([F:39])[F:38])[CH:34]=[C:33]([S:41][CH3:42])[C:29]=1[C:30](Cl)=[O:31].